Dataset: Full USPTO retrosynthesis dataset with 1.9M reactions from patents (1976-2016). Task: Predict the reactants needed to synthesize the given product. (1) Given the product [CH3:12][O:13][C:14]([C:16]1[S:17][C:18]([C:10]#[C:9][CH2:8][NH:7][C:6]([O:5][C:1]([CH3:4])([CH3:3])[CH3:2])=[O:11])=[CH:19][CH:20]=1)=[O:15], predict the reactants needed to synthesize it. The reactants are: [C:1]([O:5][C:6](=[O:11])[NH:7][CH2:8][C:9]#[CH:10])([CH3:4])([CH3:3])[CH3:2].[CH3:12][O:13][C:14]([C:16]1[S:17][C:18](Br)=[CH:19][CH:20]=1)=[O:15]. (2) Given the product [CH2:1]([O:5][C:6]1[CH:7]=[N+:8]([O-:18])[CH:9]=[C:10]([C:11]([O:13][CH3:14])=[O:12])[CH:15]=1)[CH:2]([CH3:4])[CH3:3], predict the reactants needed to synthesize it. The reactants are: [CH2:1]([O:5][C:6]1[CH:7]=[N:8][CH:9]=[C:10]([CH:15]=1)[C:11]([O:13][CH3:14])=[O:12])[CH:2]([CH3:4])[CH3:3].NC(N)=[O:18].OO.FC(F)(F)C(OC(=O)C(F)(F)F)=O.C(=O)([O-])O.[Na+]. (3) The reactants are: [BH-](OC(C)=O)(OC(C)=O)OC(C)=O.[Na+].[CH3:15][N:16]1[C:24]2[CH:23]=[C:22]([C:25]3[CH:30]=[CH:29][C:28]([CH2:31][CH2:32][CH:33]=O)=[C:27]([C:35]([F:38])([F:37])[F:36])[CH:26]=3)[N:21]=[C:20]([C:39]#[N:40])[C:19]=2[N:18]=[N:17]1.[CH3:41][NH2:42]. Given the product [CH3:15][N:16]1[C:24]2[CH:23]=[C:22]([C:25]3[CH:30]=[CH:29][C:28]([CH2:31][CH2:32][CH2:33][NH:42][CH3:41])=[C:27]([C:35]([F:38])([F:37])[F:36])[CH:26]=3)[N:21]=[C:20]([C:39]#[N:40])[C:19]=2[N:18]=[N:17]1, predict the reactants needed to synthesize it. (4) Given the product [C:1]([O:5][C:6]([N:8]([CH3:14])[CH2:9][CH2:10][C:11]([NH:28][CH2:29][CH2:30][CH2:31][CH2:32][P+:33]([C:46]1[CH:51]=[CH:50][CH:49]=[CH:48][CH:47]=1)([C:34]1[CH:35]=[CH:36][CH:37]=[CH:38][CH:39]=1)[C:40]1[CH:45]=[CH:44][CH:43]=[CH:42][CH:41]=1)=[O:13])=[O:7])([CH3:2])([CH3:3])[CH3:4].[Br-:27], predict the reactants needed to synthesize it. The reactants are: [C:1]([O:5][C:6]([N:8]([CH3:14])[CH2:9][CH2:10][C:11]([OH:13])=O)=[O:7])([CH3:4])([CH3:3])[CH3:2].C1N=CN(C(N2C=NC=C2)=O)C=1.[Br-:27].[NH2:28][CH2:29][CH2:30][CH2:31][CH2:32][P+:33]([C:46]1[CH:51]=[CH:50][CH:49]=[CH:48][CH:47]=1)([C:40]1[CH:45]=[CH:44][CH:43]=[CH:42][CH:41]=1)[C:34]1[CH:39]=[CH:38][CH:37]=[CH:36][CH:35]=1.